Dataset: CYP2C9 inhibition data for predicting drug metabolism from PubChem BioAssay. Task: Regression/Classification. Given a drug SMILES string, predict its absorption, distribution, metabolism, or excretion properties. Task type varies by dataset: regression for continuous measurements (e.g., permeability, clearance, half-life) or binary classification for categorical outcomes (e.g., BBB penetration, CYP inhibition). Dataset: cyp2c9_veith. (1) The drug is FC(F)Sc1ccc(N=C2NN=C(c3ccc4c(c3)OCCO4)CS2)cc1. The result is 1 (inhibitor). (2) The compound is CCCCC(=O)OCc1cn(-c2ccc(Cl)cc2)nn1. The result is 1 (inhibitor). (3) The compound is NC(=O)N/N=C1\CC[C@H](O)C[C@@H]1CC(=O)O. The result is 0 (non-inhibitor). (4) The drug is COc1ccc2nc(NC(C)=O)sc2c1. The result is 0 (non-inhibitor). (5) The molecule is Cc1ccccc1Oc1ncnc2oc(-c3ccccc3)cc12. The result is 1 (inhibitor). (6) The result is 0 (non-inhibitor). The molecule is Cc1ccc2nc(CC(=O)c3ccc4ccccc4c3)c(=O)[nH]c2c1. (7) The drug is C1CCC(C(C[C@@H]2CCCCN2)C2CCCCC2)CC1. The result is 0 (non-inhibitor). (8) The compound is CCOC(=O)c1ccccc1NC(=O)/C(C)=C/C(=O)O. The result is 0 (non-inhibitor).